From a dataset of Forward reaction prediction with 1.9M reactions from USPTO patents (1976-2016). Predict the product of the given reaction. (1) Given the reactants Br[CH2:2][C:3]1[C:12]([Cl:13])=[N:11][CH:10]=[CH:9][C:4]=1[C:5]([O:7]C)=O.Cl.[F:15][CH:16]([F:30])[CH2:17][O:18][C:19]1[CH:24]=[CH:23][C:22]([CH:25]([NH2:27])[CH3:26])=[CH:21][C:20]=1[O:28][CH3:29], predict the reaction product. The product is: [Cl:13][C:12]1[C:3]2[CH2:2][N:27]([CH:25]([C:22]3[CH:23]=[CH:24][C:19]([O:18][CH2:17][CH:16]([F:30])[F:15])=[C:20]([O:28][CH3:29])[CH:21]=3)[CH3:26])[C:5](=[O:7])[C:4]=2[CH:9]=[CH:10][N:11]=1. (2) The product is: [F:1][C:2]1[CH:7]=[CH:6][C:5]([C:8]2[C:17]3[C:12](=[CH:13][C:14]([NH2:18])=[CH:15][CH:16]=3)[O:11][C:10]([CH3:27])([CH3:26])[CH:9]=2)=[CH:4][CH:3]=1. Given the reactants [F:1][C:2]1[CH:7]=[CH:6][C:5]([C:8]2[C:17]3[C:12](=[CH:13][C:14]([NH:18]C(=O)OC(C)(C)C)=[CH:15][CH:16]=3)[O:11][C:10]([CH3:27])([CH3:26])[CH:9]=2)=[CH:4][CH:3]=1, predict the reaction product. (3) Given the reactants [Li].[CH2:2]([O:9][C:10]1[CH:11]=[C:12]([CH:15]=[CH:16][C:17]=1[C:18]1[CH:23]=[CH:22][CH:21]=[CH:20][CH:19]=1)[C:13]#[N:14])[C:3]1[CH:8]=[CH:7][CH:6]=[CH:5][CH:4]=1, predict the reaction product. The product is: [CH2:2]([O:9][C:10]1[CH:11]=[C:12]([CH2:13][NH2:14])[CH:15]=[CH:16][C:17]=1[C:18]1[CH:23]=[CH:22][CH:21]=[CH:20][CH:19]=1)[C:3]1[CH:4]=[CH:5][CH:6]=[CH:7][CH:8]=1. (4) Given the reactants [Cl:1][C:2]1[N:3]([CH2:15][CH2:16][NH:17][C:18](=O)OC(C)(C)C)[CH:4]=[C:5]([C:13]#[N:14])[C:6]=1[C:7]1[CH:12]=[CH:11][CH:10]=[CH:9][CH:8]=1.Cl.C=O.N, predict the reaction product. The product is: [Cl:1][C:2]1[N:3]2[CH2:15][CH2:16][NH:17][CH2:18][C:4]2=[C:5]([C:13]#[N:14])[C:6]=1[C:7]1[CH:8]=[CH:9][CH:10]=[CH:11][CH:12]=1. (5) Given the reactants [NH2:1][C:2]1[C:3]([NH:16][CH3:17])=[CH:4][C:5]([F:15])=[C:6]([CH:14]=1)[C:7]([NH:9][CH2:10][CH2:11][O:12][CH3:13])=[O:8].[NH2:18][C:19]1[S:20][C:21]2[CH:27]=[C:26]([O:28][C:29]([F:32])([F:31])[F:30])[CH:25]=[CH:24][C:22]=2[N:23]=1.[C:33](N1C=CN=C1)(N1C=CN=C1)=S, predict the reaction product. The product is: [CH3:13][O:12][CH2:11][CH2:10][NH:9][C:7]([C:6]1[C:5]([F:15])=[CH:4][C:3]2[N:16]([CH3:33])[C:17]([NH:18][C:19]3[S:20][C:21]4[CH:27]=[C:26]([O:28][C:29]([F:32])([F:30])[F:31])[CH:25]=[CH:24][C:22]=4[N:23]=3)=[N:1][C:2]=2[CH:14]=1)=[O:8].